This data is from CYP1A2 inhibition data for predicting drug metabolism from PubChem BioAssay. The task is: Regression/Classification. Given a drug SMILES string, predict its absorption, distribution, metabolism, or excretion properties. Task type varies by dataset: regression for continuous measurements (e.g., permeability, clearance, half-life) or binary classification for categorical outcomes (e.g., BBB penetration, CYP inhibition). Dataset: cyp1a2_veith. (1) The compound is CC1(C)[C@@H](CC(=O)O)CCC[C@@H]1CC(=O)O. The result is 0 (non-inhibitor). (2) The compound is COC(=O)C(C(=O)OC)C(C[N+](=O)[O-])c1ccc(OC)c(OC)c1. The result is 0 (non-inhibitor). (3) The molecule is CC1(C)COCN1COC1CCCCC1. The result is 0 (non-inhibitor). (4) The compound is [N-]=[N+]=NCC(O)CN=[N+]=[N-]. The result is 0 (non-inhibitor). (5) The molecule is CCNc1ncc2nc(-c3cn(C)c4ccccc34)c(=O)n(Cc3cccs3)c2n1. The result is 1 (inhibitor).